Dataset: Full USPTO retrosynthesis dataset with 1.9M reactions from patents (1976-2016). Task: Predict the reactants needed to synthesize the given product. (1) Given the product [Br:1][C:2]1[C:3]2[N:10]=[C:11]([C:12]3[CH:17]=[CH:16][C:15]([O:18][CH3:19])=[CH:14][CH:13]=3)[S:20][C:4]=2[CH:5]=[C:6]([O:8][CH3:9])[CH:7]=1, predict the reactants needed to synthesize it. The reactants are: [Br:1][C:2]1[CH:7]=[C:6]([O:8][CH3:9])[CH:5]=[CH:4][C:3]=1[NH:10][C:11](=[S:20])[C:12]1[CH:17]=[CH:16][C:15]([O:18][CH3:19])=[CH:14][CH:13]=1.C(O)C.[OH-].[Na+]. (2) Given the product [CH:31]1([CH2:30][O:29][C:22]2[CH:23]=[C:24]([F:28])[C:25]([CH3:27])=[CH:26][C:21]=2[C:20]2[C:15]3[NH:14][C:13]([CH3:34])=[C:12]([C:10]([NH:9][C@H:6]4[CH2:7][CH2:8][C@H:3]([NH:2][C:38](=[O:39])[CH2:37][O:36][CH3:35])[CH2:4][CH2:5]4)=[O:11])[C:16]=3[N:17]=[CH:18][N:19]=2)[CH2:32][CH2:33]1, predict the reactants needed to synthesize it. The reactants are: Cl.[NH2:2][C@H:3]1[CH2:8][CH2:7][C@H:6]([NH:9][C:10]([C:12]2[C:16]3[N:17]=[CH:18][N:19]=[C:20]([C:21]4[CH:26]=[C:25]([CH3:27])[C:24]([F:28])=[CH:23][C:22]=4[O:29][CH2:30][CH:31]4[CH2:33][CH2:32]4)[C:15]=3[NH:14][C:13]=2[CH3:34])=[O:11])[CH2:5][CH2:4]1.[CH3:35][O:36][CH2:37][C:38](Cl)=[O:39]. (3) Given the product [F:34][C:13]1[CH:12]=[C:11]([NH:10][C:8]([C:5]2[C:4](=[O:35])[N:3]([C:36]3[CH:41]=[CH:40][CH:39]=[CH:38][CH:37]=3)[N:2]([CH3:1])[C:6]=2[CH3:7])=[O:9])[CH:33]=[CH:32][C:14]=1[O:15][C:16]1[CH:21]=[CH:20][N:19]=[C:18]([NH:22][C:23]([N:42]([CH2:43][CH:44]([OH:46])[CH3:45])[CH3:47])=[O:31])[CH:17]=1, predict the reactants needed to synthesize it. The reactants are: [CH3:1][N:2]1[C:6]([CH3:7])=[C:5]([C:8]([NH:10][C:11]2[CH:33]=[CH:32][C:14]([O:15][C:16]3[CH:21]=[CH:20][N:19]=[C:18]([NH:22][C:23](=[O:31])OC4C=CC=CC=4)[CH:17]=3)=[C:13]([F:34])[CH:12]=2)=[O:9])[C:4](=[O:35])[N:3]1[C:36]1[CH:41]=[CH:40][CH:39]=[CH:38][CH:37]=1.[NH2:42][CH2:43][CH:44]([OH:46])[CH3:45].[CH3:47]N1C(=O)CCC1. (4) Given the product [CH2:39]([O:26][C:25]([C:9]1[N:10]([CH:22]([CH3:24])[CH3:23])[C:11]([CH:20]=[O:21])=[C:12]([C:13]2[CH:14]=[CH:15][C:16]([F:19])=[CH:17][CH:18]=2)[C:8]=1[C:5]1[CH:4]=[CH:3][C:2]([F:1])=[CH:7][CH:6]=1)=[O:27])[C:40]1[CH:45]=[CH:44][CH:43]=[CH:42][CH:41]=1, predict the reactants needed to synthesize it. The reactants are: [F:1][C:2]1[CH:7]=[CH:6][C:5]([C:8]2[C:12]([C:13]3[CH:18]=[CH:17][C:16]([F:19])=[CH:15][CH:14]=3)=[C:11]([CH:20]=[O:21])[N:10]([CH:22]([CH3:24])[CH3:23])[C:9]=2[C:25]([OH:27])=[O:26])=[CH:4][CH:3]=1.C1CCN2C(=NCCC2)CC1.[CH2:39](Br)[C:40]1[CH:45]=[CH:44][CH:43]=[CH:42][CH:41]=1. (5) Given the product [CH2:1]([O:8][C:9]1[CH:14]=[CH:13][C:12]([C:15]2[NH:29][C:18]3=[N:19][C:20]([N:23]4[CH2:24][CH2:25][N:26]([S:42]([CH:39]5[CH2:41][CH2:40]5)(=[O:44])=[O:43])[CH2:27][CH2:28]4)=[CH:21][CH:22]=[C:17]3[N:16]=2)=[CH:11][CH:10]=1)[C:2]1[CH:3]=[CH:4][CH:5]=[CH:6][CH:7]=1, predict the reactants needed to synthesize it. The reactants are: [CH2:1]([O:8][C:9]1[CH:14]=[CH:13][C:12]([C:15]2[NH:29][C:18]3=[N:19][C:20]([N:23]4[CH2:28][CH2:27][NH:26][CH2:25][CH2:24]4)=[CH:21][CH:22]=[C:17]3[N:16]=2)=[CH:11][CH:10]=1)[C:2]1[CH:7]=[CH:6][CH:5]=[CH:4][CH:3]=1.CCN(C(C)C)C(C)C.[CH:39]1([S:42](Cl)(=[O:44])=[O:43])[CH2:41][CH2:40]1.O. (6) Given the product [CH:1]1([C:4]2[C:5](/[CH:6]=[CH:19]/[N+:16]([O-:18])=[O:17])=[CH:8][CH:9]=[C:10]([C:12]([F:15])([F:14])[F:13])[N:11]=2)[CH2:3][CH2:2]1, predict the reactants needed to synthesize it. The reactants are: [CH:1]1([C:4]2[N:11]=[C:10]([C:12]([F:15])([F:14])[F:13])[CH:9]=[CH:8][C:5]=2[CH:6]=O)[CH2:3][CH2:2]1.[N+:16]([CH3:19])([O-:18])=[O:17].Cl.CN.C([O-])(=O)C.[Na+]. (7) Given the product [Cl:1][C:2]1[CH:3]=[CH:4][C:5]([C:25]#[N:26])=[C:6]([C:8]2[C:13]([O:14][CH3:15])=[CH:12][N:11]([CH:16]([CH2:20][CH2:21][O:22][CH3:23])[C:17]([NH:43][C:40]3[CH:41]=[CH:42][C:37]4[N:38]([C:34]([CH2:33][N:27]5[CH2:32][CH2:31][O:30][CH2:29][CH2:28]5)=[N:35][N:36]=4)[CH:39]=3)=[O:19])[C:10](=[O:24])[CH:9]=2)[CH:7]=1, predict the reactants needed to synthesize it. The reactants are: [Cl:1][C:2]1[CH:3]=[CH:4][C:5]([C:25]#[N:26])=[C:6]([C:8]2[C:13]([O:14][CH3:15])=[CH:12][N:11]([CH:16]([CH2:20][CH2:21][O:22][CH3:23])[C:17]([OH:19])=O)[C:10](=[O:24])[CH:9]=2)[CH:7]=1.[N:27]1([CH2:33][C:34]2[N:38]3[CH:39]=[C:40]([NH2:43])[CH:41]=[CH:42][C:37]3=[N:36][N:35]=2)[CH2:32][CH2:31][O:30][CH2:29][CH2:28]1.C(P1(=O)OP(CCC)(=O)OP(CCC)(=O)O1)CC.